From a dataset of NCI-60 drug combinations with 297,098 pairs across 59 cell lines. Regression. Given two drug SMILES strings and cell line genomic features, predict the synergy score measuring deviation from expected non-interaction effect. Drug 1: CC1C(C(=O)NC(C(=O)N2CCCC2C(=O)N(CC(=O)N(C(C(=O)O1)C(C)C)C)C)C(C)C)NC(=O)C3=C4C(=C(C=C3)C)OC5=C(C(=O)C(=C(C5=N4)C(=O)NC6C(OC(=O)C(N(C(=O)CN(C(=O)C7CCCN7C(=O)C(NC6=O)C(C)C)C)C)C(C)C)C)N)C. Drug 2: C1=NC2=C(N=C(N=C2N1C3C(C(C(O3)CO)O)O)F)N. Cell line: TK-10. Synergy scores: CSS=25.1, Synergy_ZIP=-9.80, Synergy_Bliss=-0.653, Synergy_Loewe=-12.2, Synergy_HSA=-0.580.